This data is from Forward reaction prediction with 1.9M reactions from USPTO patents (1976-2016). The task is: Predict the product of the given reaction. (1) Given the reactants CS(C)=O.C(Cl)(=O)C(Cl)=O.[CH2:11]([O:18][C:19]([N:21]1[C@H:26]([C:27]2[CH:32]=[C:31]([F:33])[C:30]([F:34])=[C:29]([F:35])[CH:28]=2)[CH2:25][O:24][CH2:23][C@@H:22]1[C@H:36]([OH:38])[CH3:37])=[O:20])[C:12]1[CH:17]=[CH:16][CH:15]=[CH:14][CH:13]=1.C(N(CC)CC)C, predict the reaction product. The product is: [CH2:11]([O:18][C:19]([N:21]1[C@H:26]([C:27]2[CH:32]=[C:31]([F:33])[C:30]([F:34])=[C:29]([F:35])[CH:28]=2)[CH2:25][O:24][CH2:23][C@@H:22]1[C:36](=[O:38])[CH3:37])=[O:20])[C:12]1[CH:13]=[CH:14][CH:15]=[CH:16][CH:17]=1. (2) Given the reactants CC(OC([NH:8][CH2:9][CH2:10][CH2:11][C:12]([C:14]1[CH:23]=[CH:22][C:17]([C:18]([O:20]C)=[O:19])=[CH:16][CH:15]=1)=O)=O)(C)C.Cl.C(O)C, predict the reaction product. The product is: [N:8]1[CH2:9][CH2:10][CH2:11][C:12]=1[C:14]1[CH:23]=[CH:22][C:17]([C:18]([OH:20])=[O:19])=[CH:16][CH:15]=1.